Dataset: Reaction yield outcomes from USPTO patents with 853,638 reactions. Task: Predict the reaction yield, written as a fraction of the theoretical maximum amount of product (1.0 means a 100% yield; for example, 0.34 means a 34% yield). The reactants are O[CH2:2][C:3]1[CH:12]=[N:11][C:10]2[N:9]3[CH2:13][CH2:14][S:15][CH2:16][CH:8]3[C:7](=[O:17])[NH:6][C:5]=2[CH:4]=1.[I-].C(C[P+](C)(C)C)#N.C(N(C(C)C)C(C)C)C.Cl.[Cl:36][C:37]1[CH:42]=[CH:41][C:40]([C:43]2[CH2:44][CH2:45][NH:46][CH2:47][CH:48]=2)=[CH:39][CH:38]=1. The catalyst is C(#N)CC.O. The product is [Cl:36][C:37]1[CH:42]=[CH:41][C:40]([C:43]2[CH2:48][CH2:47][N:46]([CH2:2][C:3]3[CH:12]=[N:11][C:10]4[N:9]5[CH2:13][CH2:14][S:15][CH2:16][CH:8]5[C:7](=[O:17])[NH:6][C:5]=4[CH:4]=3)[CH2:45][CH:44]=2)=[CH:39][CH:38]=1. The yield is 0.190.